From a dataset of NCI-60 drug combinations with 297,098 pairs across 59 cell lines. Regression. Given two drug SMILES strings and cell line genomic features, predict the synergy score measuring deviation from expected non-interaction effect. (1) Drug 1: CN(C)N=NC1=C(NC=N1)C(=O)N. Drug 2: CCC1(CC2CC(C3=C(CCN(C2)C1)C4=CC=CC=C4N3)(C5=C(C=C6C(=C5)C78CCN9C7C(C=CC9)(C(C(C8N6C)(C(=O)OC)O)OC(=O)C)CC)OC)C(=O)OC)O.OS(=O)(=O)O. Cell line: NCI-H226. Synergy scores: CSS=14.1, Synergy_ZIP=-3.41, Synergy_Bliss=-5.14, Synergy_Loewe=-40.1, Synergy_HSA=-6.82. (2) Drug 1: C1=CC(=CC=C1CCC2=CNC3=C2C(=O)NC(=N3)N)C(=O)NC(CCC(=O)O)C(=O)O. Drug 2: C1=CC(=CC=C1C#N)C(C2=CC=C(C=C2)C#N)N3C=NC=N3. Cell line: PC-3. Synergy scores: CSS=44.3, Synergy_ZIP=4.17, Synergy_Bliss=2.23, Synergy_Loewe=-16.1, Synergy_HSA=2.02. (3) Drug 1: CC12CCC(CC1=CCC3C2CCC4(C3CC=C4C5=CN=CC=C5)C)O. Drug 2: CC1C(C(CC(O1)OC2CC(CC3=C2C(=C4C(=C3O)C(=O)C5=C(C4=O)C(=CC=C5)OC)O)(C(=O)C)O)N)O.Cl. Cell line: EKVX. Synergy scores: CSS=16.6, Synergy_ZIP=13.3, Synergy_Bliss=16.0, Synergy_Loewe=12.8, Synergy_HSA=14.5. (4) Drug 1: C1=NC2=C(N=C(N=C2N1C3C(C(C(O3)CO)O)F)Cl)N. Cell line: SN12C. Synergy scores: CSS=10.6, Synergy_ZIP=-5.53, Synergy_Bliss=4.29, Synergy_Loewe=-25.5, Synergy_HSA=0.574. Drug 2: CN(C(=O)NC(C=O)C(C(C(CO)O)O)O)N=O. (5) Drug 1: CCN(CC)CCNC(=O)C1=C(NC(=C1C)C=C2C3=C(C=CC(=C3)F)NC2=O)C. Drug 2: CC(C)(C#N)C1=CC(=CC(=C1)CN2C=NC=N2)C(C)(C)C#N. Cell line: A498. Synergy scores: CSS=10.6, Synergy_ZIP=-3.93, Synergy_Bliss=-7.20, Synergy_Loewe=-3.62, Synergy_HSA=-2.89.